Dataset: Full USPTO retrosynthesis dataset with 1.9M reactions from patents (1976-2016). Task: Predict the reactants needed to synthesize the given product. (1) Given the product [CH3:23][O:30][C:10]1[CH:9]=[CH:8][CH:7]=[C:3]2[C:2]=1[N:1]=[C:14]([C:15]1[CH:20]=[CH:19][CH:18]=[CH:17][CH:16]=1)[N:6]=[C:4]2[OH:5], predict the reactants needed to synthesize it. The reactants are: [NH2:1][C:2]1[C:10](C)=[C:9](OC)[CH:8]=[CH:7][C:3]=1[C:4]([NH2:6])=[O:5].[C:14](N)(=O)[C:15]1[CH:20]=[CH:19][CH:18]=[CH:17][CH:16]=1.[C:23](Cl)(=[O:30])C1C=CC=CC=1. (2) Given the product [N+:31](=[CH:13][C:14]([C:16]1[CH:21]=[CH:20][CH:19]=[CH:18][CH:17]=1)=[O:15])=[N-:32], predict the reactants needed to synthesize it. The reactants are: C1CCN2C(=NCCC2)CC1.Br[CH2:13][C:14]([C:16]1[CH:21]=[CH:20][CH:19]=[CH:18][CH:17]=1)=[O:15].C1(C)C=CC(S([NH:31][NH:32]S(C2C=CC(C)=CC=2)(=O)=O)(=O)=O)=CC=1. (3) The reactants are: C([O:3][C:4](=O)[C:5]1[C:10]([C:11]([F:14])([F:13])[F:12])=[CH:9][C:8]([C:15]2[CH:20]=[CH:19][C:18]([O:21][C:22]([F:25])([F:24])[F:23])=[CH:17][CH:16]=2)=[N:7][C:6]=1[CH2:26][CH:27]1[CH2:29][CH2:28]1)C.[H-].[Al+3].[Li+].[H-].[H-].[H-]. Given the product [CH:27]1([CH2:26][C:6]2[C:5]([CH2:4][OH:3])=[C:10]([C:11]([F:12])([F:13])[F:14])[CH:9]=[C:8]([C:15]3[CH:16]=[CH:17][C:18]([O:21][C:22]([F:25])([F:23])[F:24])=[CH:19][CH:20]=3)[N:7]=2)[CH2:29][CH2:28]1, predict the reactants needed to synthesize it. (4) The reactants are: [CH:1]([C:3]1[S:4][CH:5]=[C:6]([CH2:8][N:9]2[CH2:13][CH2:12][N:11]([C@@H:14]([CH:22]([CH3:24])[CH3:23])[C:15]([O:17][C:18]([CH3:21])([CH3:20])[CH3:19])=[O:16])[C:10]2=[O:25])[N:7]=1)=O.[CH2:26](O)C.[CH:29]([NH2:32])([CH3:31])[CH3:30].[BH4-].[Na+]. Given the product [CH:29]([NH:32][CH2:1][C:3]1[S:4][CH:5]=[C:6]([CH2:8][N:9]2[CH2:13][CH2:12][N:11]([C@@H:14]([C@@H:22]([CH3:24])[CH2:23][CH3:26])[C:15]([O:17][C:18]([CH3:21])([CH3:20])[CH3:19])=[O:16])[C:10]2=[O:25])[N:7]=1)([CH3:31])[CH3:30], predict the reactants needed to synthesize it. (5) Given the product [CH3:5][O:6][C:7]1[CH:8]=[C:9]2[C:14](=[CH:15][CH:16]=1)[CH:13]=[C:12]([C:17]1[CH:22]=[CH:21][N:20]=[C:19]([C:23]([O:25][CH3:26])=[O:24])[CH:18]=1)[CH:11]=[CH:10]2, predict the reactants needed to synthesize it. The reactants are: S(Cl)(Cl)=O.[CH3:5][O:6][C:7]1[CH:8]=[C:9]2[C:14](=[CH:15][CH:16]=1)[CH:13]=[C:12]([C:17]1[CH:22]=[CH:21][N:20]=[C:19]([C:23]([OH:25])=[O:24])[CH:18]=1)[CH:11]=[CH:10]2.[CH3:26]O. (6) Given the product [Cl:24][C:18]1[C:19]([Cl:23])=[CH:20][CH:21]=[CH:22][C:17]=1[C@@H:15]([CH3:16])[C:14]([OH:25])=[O:28], predict the reactants needed to synthesize it. The reactants are: C([C@@H]1COC(=O)N1[C:14](=[O:25])[CH:15]([C:17]1[CH:22]=[CH:21][CH:20]=[C:19]([Cl:23])[C:18]=1[Cl:24])[CH3:16])C1C=CC=CC=1.[Li].[Li+].[O-:28][O-].